This data is from NCI-60 drug combinations with 297,098 pairs across 59 cell lines. The task is: Regression. Given two drug SMILES strings and cell line genomic features, predict the synergy score measuring deviation from expected non-interaction effect. (1) Drug 1: CC12CCC3C(C1CCC2O)C(CC4=C3C=CC(=C4)O)CCCCCCCCCS(=O)CCCC(C(F)(F)F)(F)F. Drug 2: CCC1=C2CN3C(=CC4=C(C3=O)COC(=O)C4(CC)O)C2=NC5=C1C=C(C=C5)O. Cell line: SK-OV-3. Synergy scores: CSS=5.91, Synergy_ZIP=-4.45, Synergy_Bliss=2.45, Synergy_Loewe=-23.0, Synergy_HSA=-1.17. (2) Drug 2: C1=CC=C(C(=C1)C(C2=CC=C(C=C2)Cl)C(Cl)Cl)Cl. Synergy scores: CSS=-0.979, Synergy_ZIP=0.755, Synergy_Bliss=1.47, Synergy_Loewe=-4.31, Synergy_HSA=-1.44. Cell line: UACC-257. Drug 1: CCC1(CC2CC(C3=C(CCN(C2)C1)C4=CC=CC=C4N3)(C5=C(C=C6C(=C5)C78CCN9C7C(C=CC9)(C(C(C8N6C)(C(=O)OC)O)OC(=O)C)CC)OC)C(=O)OC)O.OS(=O)(=O)O. (3) Drug 1: CCCS(=O)(=O)NC1=C(C(=C(C=C1)F)C(=O)C2=CNC3=C2C=C(C=N3)C4=CC=C(C=C4)Cl)F. Drug 2: CC(C)CN1C=NC2=C1C3=CC=CC=C3N=C2N. Cell line: UO-31. Synergy scores: CSS=3.26, Synergy_ZIP=-2.14, Synergy_Bliss=-2.82, Synergy_Loewe=-2.63, Synergy_HSA=-3.29. (4) Drug 1: CN(C)N=NC1=C(NC=N1)C(=O)N. Drug 2: CCN(CC)CCNC(=O)C1=C(NC(=C1C)C=C2C3=C(C=CC(=C3)F)NC2=O)C. Cell line: M14. Synergy scores: CSS=1.51, Synergy_ZIP=2.28, Synergy_Bliss=3.97, Synergy_Loewe=-3.82, Synergy_HSA=-0.259. (5) Drug 1: CS(=O)(=O)C1=CC(=C(C=C1)C(=O)NC2=CC(=C(C=C2)Cl)C3=CC=CC=N3)Cl. Drug 2: C1CCC(CC1)NC(=O)N(CCCl)N=O. Cell line: OVCAR-4. Synergy scores: CSS=6.27, Synergy_ZIP=-2.88, Synergy_Bliss=-1.13, Synergy_Loewe=-1.15, Synergy_HSA=-0.850. (6) Drug 1: C1CCC(CC1)NC(=O)N(CCCl)N=O. Drug 2: CC(C)CN1C=NC2=C1C3=CC=CC=C3N=C2N. Cell line: SK-OV-3. Synergy scores: CSS=5.84, Synergy_ZIP=2.87, Synergy_Bliss=1.93, Synergy_Loewe=0.446, Synergy_HSA=0.379.